This data is from TCR-epitope binding with 47,182 pairs between 192 epitopes and 23,139 TCRs. The task is: Binary Classification. Given a T-cell receptor sequence (or CDR3 region) and an epitope sequence, predict whether binding occurs between them. (1) The epitope is KLPDDFTGCV. The TCR CDR3 sequence is CSVSAQSYEQYF. Result: 1 (the TCR binds to the epitope). (2) The epitope is GPGHKARVL. The TCR CDR3 sequence is CATSRLDITPNSPLHF. Result: 1 (the TCR binds to the epitope). (3) The epitope is TTLPVNVAF. The TCR CDR3 sequence is CASSLAPENTEAFF. Result: 1 (the TCR binds to the epitope). (4) The epitope is FTISVTTEIL. The TCR CDR3 sequence is CASSQEAGGTYEQYF. Result: 1 (the TCR binds to the epitope). (5) The epitope is TEILPVSMTK. The TCR CDR3 sequence is CASSPDPNTQYF. Result: 0 (the TCR does not bind to the epitope). (6) The epitope is YLQPRTFLL. The TCR CDR3 sequence is CASSPLNGGNTGELFF. Result: 1 (the TCR binds to the epitope). (7) The epitope is RLDKVEAEV. The TCR CDR3 sequence is CASSQEGRLYNEQFF. Result: 0 (the TCR does not bind to the epitope). (8) The epitope is GLIYNRMGAVTTEV. The TCR CDR3 sequence is CASSLVGIDRYF. Result: 0 (the TCR does not bind to the epitope).